This data is from Experimentally validated miRNA-target interactions with 360,000+ pairs, plus equal number of negative samples. The task is: Binary Classification. Given a miRNA mature sequence and a target amino acid sequence, predict their likelihood of interaction. (1) The miRNA is hsa-miR-186-5p with sequence CAAAGAAUUCUCCUUUUGGGCU. The protein sequence of the target gene is MWRCGGRQGLCVLRRLSGGHAHHRAWRWNSNRACERALQYKLGDKIHGFTVNQVTSVPELFLTAVKLTHDDTGARYLHLAREDTNNLFSVQFRTTPMDSTGVPHILEHTVLCGSQKYPCRDPFFKMLNRSLSTFMNAFTASDYTLYPFSTQNPKDFQNLLSVYLDATFFPCLRELDFWQEGWRLEHENPSDPQTPLVFKGVVFNEMKGAFTDNERIFSQHLQNRLLPDHTYSVVSGGDPLCIPELTWEQLKQFHATHYHPSNARFFTYGNFPLEQHLKQIHEEALSKFQKIEPSTVVPAQ.... Result: 0 (no interaction). (2) The miRNA is hsa-miR-7111-5p with sequence UGGGGGAGGAAGGACAGGCCAU. The protein sequence of the target gene is MAEAGPQAPPPPGTPSRHEKSLGLLTTKFVSLLQEAKDGVLDLKLAADTLAVRQKRRIYDITNVLEGIGLIEKKSKNSIQWKGVGPGCNTREIADKLIELKAEIEELQQREQELDQHKVWVQQSIRNVTEDVQNSCLAYVTHEDICRCFAGDTLLAIRAPSGTSLEVPIPEGLNGQKKYQIHLKSVSGPIEVLLVNKEAWSSPPVAVPVPPPEDLLQSPSAVSTPPPLPKPALAQSQEASRPNSPQLTPTAVPGSAEVQGMAGPAAEITVSGGPGTDSKDSGELSSLPLGPTTLDTRPLQ.... Result: 1 (interaction). (3) The miRNA is mmu-miR-93-5p with sequence CAAAGUGCUGUUCGUGCAGGUAG. The protein sequence of the target gene is MAQQANVGELLAMLDSPMLGVRDDVTAVFKENLNSDRGPMLVNTLVDYYLETSSQPALHILTTLQEPHDKHLLDRINEYVGKAATRLSILSLLGHVIRLQPSWKHKLSQAPLLPSLLKCLKMDTDVVVLTTGVLVLITMLPMIPQSGKQHLLDFFDIFGRLSSWCLKKPGHVAEVYLVHLHASVYALFHRLYGMYPCNFVSFLRSHYSMKENLETFEEVVKPMMEHVRIHPELVTGSKDHELDPRRWKRLETHDVVIECAKISLDPTEASYEDGYSVSHQISARFPHRSADVTTSPYADT.... Result: 0 (no interaction). (4) The miRNA is hsa-miR-301b-3p with sequence CAGUGCAAUGAUAUUGUCAAAGC. The protein sequence of the target gene is MGFLSPIYVIFFFFGVKVHCQYETYQWDEDYDQEPDDDYQTGFPFRQNVDYGVPFHQYTLGCVSECFCPTNFPSSMYCDNRKLKTIPNIPMHIQQLYLQFNEIEAVTANSFINATHLKEINLSHNKIKSQKIDYGVFAKLPNLLQLHLEHNNLEEFPFPLPKSLERLLLGYNEISKLQTNAMDGLVNLTMLDLCYNYLHDSLLKDKIFAKMEKLMQLNLCSNRLESMPPGLPSSLMYLSLENNSISSIPEKYFDKLPKLHTLRMSHNKLQDIPYNIFNLPNIVELSVGHNKLKQAFYIPR.... Result: 1 (interaction). (5) The miRNA is hsa-miR-18a-5p with sequence UAAGGUGCAUCUAGUGCAGAUAG. The protein sequence of the target gene is MQIFVKTLTGKTITLEVEPSDTIENVKAKIQDKEGIPPDQQRLIFAGKQLEDGRTLSDYNIQKESTLHLVLRLRGGMQIFVKTLTGKTITLEVEPSDTIENVKAKIQDKEGIPPDQQRLIFAGKQLEDGRTLSDYNIQKESTLHLVLRLRGGMQIFVKTLTGKTITLEVEPSDTIENVKAKIQDKEGIPPDQQRLIFAGKQLEDGRTLSDYNIQKESTLHLVLRLRGGMQIFVKTLTGKTITLEVEPSDTIENVKAKIQDKEGIPPDQQRLIFAGKQLEDGRTLSDYNIQKESTLHLVLR.... Result: 1 (interaction).